Dataset: Peptide-MHC class I binding affinity with 185,985 pairs from IEDB/IMGT. Task: Regression. Given a peptide amino acid sequence and an MHC pseudo amino acid sequence, predict their binding affinity value. This is MHC class I binding data. (1) The peptide sequence is PPTKGANFPGL. The MHC is HLA-B27:05 with pseudo-sequence HLA-B27:05. The binding affinity (normalized) is 0. (2) The peptide sequence is KCFGNTAIAK. The MHC is HLA-A11:01 with pseudo-sequence HLA-A11:01. The binding affinity (normalized) is 0.177.